From a dataset of NCI-60 drug combinations with 297,098 pairs across 59 cell lines. Regression. Given two drug SMILES strings and cell line genomic features, predict the synergy score measuring deviation from expected non-interaction effect. (1) Drug 1: C1CCC(C1)C(CC#N)N2C=C(C=N2)C3=C4C=CNC4=NC=N3. Drug 2: C1=NC2=C(N1)C(=S)N=CN2. Cell line: SR. Synergy scores: CSS=36.0, Synergy_ZIP=-17.2, Synergy_Bliss=-29.9, Synergy_Loewe=-35.0, Synergy_HSA=-29.8. (2) Drug 1: C1=CC=C(C=C1)NC(=O)CCCCCCC(=O)NO. Drug 2: C1=NNC2=C1C(=O)NC=N2. Cell line: COLO 205. Synergy scores: CSS=7.84, Synergy_ZIP=-6.43, Synergy_Bliss=-11.1, Synergy_Loewe=-2.46, Synergy_HSA=-6.15. (3) Drug 1: C1=NC(=NC(=O)N1C2C(C(C(O2)CO)O)O)N. Drug 2: CC(C)NC(=O)C1=CC=C(C=C1)CNNC.Cl. Cell line: SW-620. Synergy scores: CSS=35.3, Synergy_ZIP=-9.98, Synergy_Bliss=-0.0694, Synergy_Loewe=-28.7, Synergy_HSA=0.390. (4) Drug 1: CNC(=O)C1=NC=CC(=C1)OC2=CC=C(C=C2)NC(=O)NC3=CC(=C(C=C3)Cl)C(F)(F)F. Drug 2: C1=NNC2=C1C(=O)NC=N2. Cell line: LOX IMVI. Synergy scores: CSS=24.0, Synergy_ZIP=-2.44, Synergy_Bliss=2.70, Synergy_Loewe=1.38, Synergy_HSA=3.68. (5) Drug 1: CC1C(C(CC(O1)OC2CC(CC3=C2C(=C4C(=C3O)C(=O)C5=C(C4=O)C(=CC=C5)OC)O)(C(=O)CO)O)N)O.Cl. Drug 2: C1C(C(OC1N2C=NC(=NC2=O)N)CO)O. Cell line: HT29. Synergy scores: CSS=11.3, Synergy_ZIP=-0.887, Synergy_Bliss=-2.10, Synergy_Loewe=0.895, Synergy_HSA=1.42. (6) Drug 1: C1CCN(CC1)CCOC2=CC=C(C=C2)C(=O)C3=C(SC4=C3C=CC(=C4)O)C5=CC=C(C=C5)O. Drug 2: CC1=C(C=C(C=C1)C(=O)NC2=CC(=CC(=C2)C(F)(F)F)N3C=C(N=C3)C)NC4=NC=CC(=N4)C5=CN=CC=C5. Cell line: HOP-62. Synergy scores: CSS=4.57, Synergy_ZIP=-0.801, Synergy_Bliss=0.211, Synergy_Loewe=-0.679, Synergy_HSA=-1.44. (7) Drug 1: C1=C(C(=O)NC(=O)N1)F. Drug 2: CCC1=C2CN3C(=CC4=C(C3=O)COC(=O)C4(CC)O)C2=NC5=C1C=C(C=C5)O. Cell line: MDA-MB-231. Synergy scores: CSS=20.0, Synergy_ZIP=-12.7, Synergy_Bliss=-13.0, Synergy_Loewe=-8.54, Synergy_HSA=-5.30. (8) Drug 1: C1=NNC2=C1C(=O)NC=N2. Drug 2: COC1=C2C(=CC3=C1OC=C3)C=CC(=O)O2. Cell line: K-562. Synergy scores: CSS=7.17, Synergy_ZIP=-5.89, Synergy_Bliss=-8.05, Synergy_Loewe=-6.38, Synergy_HSA=-5.53.